From a dataset of Catalyst prediction with 721,799 reactions and 888 catalyst types from USPTO. Predict which catalyst facilitates the given reaction. (1) Reactant: [NH2:1][C:2]1[C:27]([CH3:28])=[CH:26][C:5]2[N:6]=[C:7]3[C:12]([N:13]([CH2:14][CH2:15][CH2:16][C:17]4[CH:22]=[CH:21][C:20]([Cl:23])=[CH:19][CH:18]=4)[C:4]=2[CH:3]=1)=[N:11][C:10](=[O:24])[NH:9][C:8]3=[O:25].[C:29](Cl)(=[O:32])[CH2:30][CH3:31]. Product: [Cl:23][C:20]1[CH:19]=[CH:18][C:17]([CH2:16][CH2:15][CH2:14][N:13]2[C:12]3[C:7]([C:8](=[O:25])[NH:9][C:10](=[O:24])[N:11]=3)=[N:6][C:5]3[CH:26]=[C:27]([CH3:28])[C:2]([NH:1][C:29](=[O:32])[CH2:30][CH3:31])=[CH:3][C:4]2=3)=[CH:22][CH:21]=1. The catalyst class is: 3. (2) Reactant: [NH2:1][C:2]1[CH:10]=[C:9]([Cl:11])[CH:8]=[CH:7][C:3]=1[C:4]([OH:6])=[O:5].[F:12][C:13]1[CH:18]=[CH:17][CH:16]=[CH:15][C:14]=1[N:19]=[C:20]=[O:21].C(N(CC)CC)C. Product: [Cl:11][C:9]1[CH:8]=[CH:7][C:3]([C:4]([OH:6])=[O:5])=[C:2]([NH:1][C:20]([NH:19][C:14]2[CH:15]=[CH:16][CH:17]=[CH:18][C:13]=2[F:12])=[O:21])[CH:10]=1. The catalyst class is: 11. (3) Reactant: [CH2:1]([C@@:4]1([CH3:41])[CH2:9][C@H:8]([C:10]2[CH:15]=[CH:14][CH:13]=[C:12]([Cl:16])[CH:11]=2)[C@@H:7]([C:17]2[CH:22]=[CH:21][C:20]([Cl:23])=[CH:19][CH:18]=2)[N:6]([C@H:24]([CH:27]([OH:39])[CH2:28][CH2:29][CH2:30][O:31][Si](C(C)(C)C)(C)C)[CH2:25][CH3:26])[C:5]1=[O:40])[CH:2]=[CH2:3].[F-].C([N+](CCCC)(CCCC)CCCC)CCC. Product: [CH2:1]([C@@:4]1([CH3:41])[CH2:9][C@H:8]([C:10]2[CH:15]=[CH:14][CH:13]=[C:12]([Cl:16])[CH:11]=2)[C@@H:7]([C:17]2[CH:18]=[CH:19][C:20]([Cl:23])=[CH:21][CH:22]=2)[N:6]([C@H:24]([CH:27]([OH:39])[CH2:28][CH2:29][CH2:30][OH:31])[CH2:25][CH3:26])[C:5]1=[O:40])[CH:2]=[CH2:3]. The catalyst class is: 1. (4) Reactant: [CH2:1]([Mg]Cl)[CH:2]=[CH2:3].C(OC(=O)[C:10]([C:24]#[N:25])=[C:11]1[CH2:23][CH2:22][C:14]2([O:19][CH2:18][C:17]([CH3:21])([CH3:20])[CH2:16][O:15]2)[CH2:13][CH2:12]1)C.[NH4+].[Cl-]. Product: [CH2:16]([O:15][C:14](=[O:19])[CH2:13][CH:10]([C:11]1([CH2:1][CH:2]=[CH2:3])[CH2:12][CH2:13][C:14]2([O:19][CH2:18][C:17]([CH3:20])([CH3:21])[CH2:16][O:15]2)[CH2:22][CH2:23]1)[C:24]#[N:25])[CH3:17]. The catalyst class is: 804.